Dataset: Full USPTO retrosynthesis dataset with 1.9M reactions from patents (1976-2016). Task: Predict the reactants needed to synthesize the given product. (1) Given the product [CH3:17][C:18]([CH3:27])([CH3:26])[CH:19]([NH:25][C:8]([C:5]1[CH:4]=[C:3]([O:11][CH2:12][C:13]([F:16])([F:15])[F:14])[C:2]([Cl:1])=[CH:7][N:6]=1)=[O:10])[C:20]1[S:21][CH:22]=[CH:23][N:24]=1, predict the reactants needed to synthesize it. The reactants are: [Cl:1][C:2]1[C:3]([O:11][CH2:12][C:13]([F:16])([F:15])[F:14])=[CH:4][C:5]([C:8]([OH:10])=O)=[N:6][CH:7]=1.[CH3:17][C:18]([CH3:27])([CH3:26])[CH:19]([NH2:25])[C:20]1[S:21][CH:22]=[CH:23][N:24]=1. (2) The reactants are: [Br:1][C:2]1[CH:7]=[C:6]([F:8])[CH:5]=[CH:4][C:3]=1[CH:9]1[C:14]([C:15]([O:17][CH2:18][CH3:19])=[O:16])=[C:13]([CH2:20]Br)[NH:12][C:11]([C:22]2[S:23][C:24]([F:27])=[CH:25][N:26]=2)=[N:10]1.Cl.[NH:29]1[CH2:34][CH2:33][O:32][CH2:31][CH:30]1[C:35]([OH:37])=[O:36]. Given the product [Br:1][C:2]1[CH:7]=[C:6]([F:8])[CH:5]=[CH:4][C:3]=1[CH:9]1[N:10]=[C:11]([C:22]2[S:23][C:24]([F:27])=[CH:25][N:26]=2)[NH:12][C:13]([CH2:20][N:29]2[CH2:34][CH2:33][O:32][CH2:31][CH:30]2[C:35]([OH:37])=[O:36])=[C:14]1[C:15]([O:17][CH2:18][CH3:19])=[O:16], predict the reactants needed to synthesize it. (3) Given the product [Br:21][CH2:16][C:14]1[N:15]=[C:10]([C:6]2[CH:7]=[CH:8][CH:9]=[C:4]([O:3][CH:2]([F:1])[F:20])[CH:5]=2)[C:11]([O:17][CH2:18][CH3:19])=[N:12][CH:13]=1, predict the reactants needed to synthesize it. The reactants are: [F:1][CH:2]([F:20])[O:3][C:4]1[CH:5]=[C:6]([C:10]2[C:11]([O:17][CH2:18][CH3:19])=[N:12][CH:13]=[C:14]([CH3:16])[N:15]=2)[CH:7]=[CH:8][CH:9]=1.[Br:21]C1C(OCC)=NC=C(C)N=1.B(O)O.C(=O)([O-])[O-].[Na+].[Na+]. (4) Given the product [CH2:1]([O:5][C:37]([N:41]1[CH2:42][CH2:13][N:12]([C:9](=[O:11])[C@@H:8]([NH:12][C:13]([O:15][CH2:16][C:17]2[CH:22]=[CH:21][CH:20]=[CH:19][CH:18]=2)=[O:14])[CH2:7][C:6]([O:5][C:1]([CH3:2])([CH3:3])[CH3:4])=[O:23])[CH2:8][CH2:43]1)=[O:36])[CH3:2], predict the reactants needed to synthesize it. The reactants are: [C:1]([O:5][C:6](=[O:23])[CH2:7][C@H:8]([NH:12][C:13]([O:15][CH2:16][C:17]1[CH:22]=[CH:21][CH:20]=[CH:19][CH:18]=1)=[O:14])[C:9]([OH:11])=O)([CH3:4])([CH3:3])[CH3:2].[B-](F)(F)(F)F.CCOC(C(C#N)=N[O:36][C:37]([N:41]([CH3:43])[CH3:42])=[N+](C)C)=O. (5) Given the product [F:1][C:2]([F:7])([F:6])[C:3]([OH:5])=[O:4].[CH3:8][C:9]1[N:14]2[N:15]=[N:16][N:17]=[C:13]2[C:12]2[N:18]=[C:19]([CH3:31])[N:20]([CH2:21][CH2:22][NH2:23])[C:11]=2[C:10]=1[CH3:32], predict the reactants needed to synthesize it. The reactants are: [F:1][C:2]([F:7])([F:6])[C:3]([OH:5])=[O:4].[CH3:8][C:9]1[N:14]2[N:15]=[N:16][N:17]=[C:13]2[C:12]2[N:18]=[C:19]([CH3:31])[N:20]([CH2:21][CH2:22][NH:23]C(=O)OC(C)(C)C)[C:11]=2[C:10]=1[CH3:32].